From a dataset of Catalyst prediction with 721,799 reactions and 888 catalyst types from USPTO. Predict which catalyst facilitates the given reaction. (1) Reactant: [OH-].[Na+].[CH3:3][O:4][C@H:5]1[CH2:9][CH2:8][N:7]([C:10]2[CH:11]=[CH:12][C:13]3[C:19]4[N:20]([CH:28]5[CH2:33][CH2:32][CH2:31][CH2:30][O:29]5)[N:21]=[C:22]([C:23]([O:25]CC)=[O:24])[C:18]=4[CH2:17][O:16][C:14]=3[CH:15]=2)[CH2:6]1. Product: [CH3:3][O:4][C@H:5]1[CH2:9][CH2:8][N:7]([C:10]2[CH:11]=[CH:12][C:13]3[C:19]4[N:20]([CH:28]5[CH2:33][CH2:32][CH2:31][CH2:30][O:29]5)[N:21]=[C:22]([C:23]([OH:25])=[O:24])[C:18]=4[CH2:17][O:16][C:14]=3[CH:15]=2)[CH2:6]1. The catalyst class is: 97. (2) Product: [CH2:27]([O:18][C:17](=[O:19])[CH2:16][CH2:15][CH2:14][C:7]1[CH:8]=[CH:9][C:10]([N+:11]([O-:13])=[O:12])=[C:5]([C:3](=[O:4])[N:2]([CH3:1])[CH3:20])[CH:6]=1)[C:28]1[CH:33]=[CH:32][CH:31]=[CH:30][CH:29]=1. The catalyst class is: 3. Reactant: [CH3:1][N:2]([CH3:20])[C:3]([C:5]1[CH:6]=[C:7]([CH2:14][CH2:15][CH2:16][C:17]([OH:19])=[O:18])[CH:8]=[CH:9][C:10]=1[N+:11]([O-:13])=[O:12])=[O:4].C(=O)([O-])[O-].[K+].[K+].[CH2:27](Br)[C:28]1[CH:33]=[CH:32][CH:31]=[CH:30][CH:29]=1.O.